Task: Predict the reaction yield, written as a fraction of the theoretical maximum amount of product (1.0 means a 100% yield; for example, 0.34 means a 34% yield).. Dataset: Reaction yield outcomes from USPTO patents with 853,638 reactions The product is [F:1][C:2]([F:15])([CH2:8][C:9]1[CH:14]=[CH:13][CH:12]=[CH:11][CH:10]=1)[CH2:3][OH:4]. The yield is 0.420. The reactants are [F:1][C:2]([F:15])([CH2:8][C:9]1[CH:14]=[CH:13][CH:12]=[CH:11][CH:10]=1)[C:3](OCC)=[O:4].[BH4-].[Na+].O. The catalyst is CO.C(OCC)(=O)C.